Dataset: Reaction yield outcomes from USPTO patents with 853,638 reactions. Task: Predict the reaction yield, written as a fraction of the theoretical maximum amount of product (1.0 means a 100% yield; for example, 0.34 means a 34% yield). (1) The reactants are [F:1][C:2]1[CH:3]=[C:4]([CH:7]=[CH:8][C:9]=1[F:10])[CH:5]=O.[CH3:11][O:12][C:13]1[CH:14]=[C:15]([CH:19]=[CH:20][C:21]=1[O:22][CH3:23])[CH2:16][C:17]#[N:18]. No catalyst specified. The product is [F:1][C:2]1[CH:3]=[C:4](/[CH:5]=[C:16](/[C:15]2[CH:19]=[CH:20][C:21]([O:22][CH3:23])=[C:13]([O:12][CH3:11])[CH:14]=2)\[C:17]#[N:18])[CH:7]=[CH:8][C:9]=1[F:10]. The yield is 0.860. (2) The reactants are [F:1][C:2]1[C:3]([C:9]2[N:13]([CH:14]3[CH2:19][CH2:18][O:17][CH2:16][CH2:15]3)[C:12]([C:20]([F:23])([F:22])[F:21])=[N:11][CH:10]=2)=[N:4][C:5]([NH2:8])=[N:6][CH:7]=1.Br[C:25]1[CH:36]=[CH:35][C:28]([C:29]([N:31]2[CH2:34][CH2:33][CH2:32]2)=[O:30])=[CH:27][CH:26]=1. No catalyst specified. The product is [N:31]1([C:29]([C:28]2[CH:35]=[CH:36][C:25]([NH:8][C:5]3[N:4]=[C:3]([C:9]4[N:13]([CH:14]5[CH2:19][CH2:18][O:17][CH2:16][CH2:15]5)[C:12]([C:20]([F:21])([F:23])[F:22])=[N:11][CH:10]=4)[C:2]([F:1])=[CH:7][N:6]=3)=[CH:26][CH:27]=2)=[O:30])[CH2:34][CH2:33][CH2:32]1. The yield is 0.490. (3) The reactants are Cl[C:2]1[N:7]=[C:6]([C:8]2[C:9]([C:17]3[CH:18]=[C:19]([NH:23][C:24](=[O:33])[C:25]4[C:30]([F:31])=[CH:29][CH:28]=[CH:27][C:26]=4[F:32])[CH:20]=[CH:21][CH:22]=3)=[N:10][N:11]3[CH:16]=[CH:15][CH:14]=[CH:13][C:12]=23)[CH:5]=[CH:4][N:3]=1.[CH3:34][N:35]([CH:37]=[O:38])C.[NH2:39][C:40]1[CH:41]=C(CC(N)=O)[CH:43]=[CH:44][CH:45]=1.Cl.[CH3:51]CO. No catalyst specified. The product is [C:37]([NH:35][C:34]1[CH:41]=[C:40]([NH:39][C:2]2[N:7]=[C:6]([C:8]3[C:9]([C:17]4[CH:18]=[C:19]([NH:23][C:24](=[O:33])[C:25]5[C:30]([F:31])=[CH:29][CH:28]=[CH:27][C:26]=5[F:32])[CH:20]=[CH:21][CH:22]=4)=[N:10][N:11]4[CH:16]=[CH:15][CH:14]=[CH:13][C:12]=34)[CH:5]=[CH:4][N:3]=2)[CH:45]=[CH:44][CH:43]=1)(=[O:38])[CH3:51]. The yield is 0.260. (4) The product is [OH:8][C@H:9]1[C:20](=[O:21])[O:19][CH2:18][C@@H:17]([C:22]2[CH:27]=[CH:26][CH:25]=[CH:24][CH:23]=2)[NH:16][C:15](=[O:28])[CH2:14][CH2:13][CH:12]=[CH:11][CH2:10]1. The reactants are [Si]([O:8][C@H:9]1[C:20](=[O:21])[O:19][CH2:18][C@@H:17]([C:22]2[CH:27]=[CH:26][CH:25]=[CH:24][CH:23]=2)[NH:16][C:15](=[O:28])[CH2:14][CH2:13][CH:12]=[CH:11][CH2:10]1)(C(C)(C)C)(C)C.C1COCC1.CCCC[N+](CCCC)(CCCC)CCCC.[F-]. The yield is 0.600. The catalyst is [NH4+].[Cl-].CCOC(C)=O. (5) The reactants are [N:1]1[C:10]2[C:5](=[CH:6][C:7]([CH2:11][CH2:12][CH:13]=[O:14])=[CH:8][CH:9]=2)[CH:4]=[CH:3][CH:2]=1.N1CCC[C@H]1C(O)=O.Cl[N:24]1[C:28](=[O:29])[CH2:27][CH2:26][C:25]1=[O:30].C(Cl)(Cl)[Cl:32]. The catalyst is C(OCC)(=O)C. The product is [Cl:32][CH:12]([CH2:11][C:7]1[CH:6]=[C:5]2[C:10](=[CH:9][CH:8]=1)[N:1]=[CH:2][CH:3]=[CH:4]2)[CH:13]([N:24]1[C:28](=[O:29])[CH2:27][CH2:26][C:25]1=[O:30])[OH:14]. The yield is 0.540.